From a dataset of Full USPTO retrosynthesis dataset with 1.9M reactions from patents (1976-2016). Predict the reactants needed to synthesize the given product. (1) Given the product [Br:1][C:2]1[CH:3]=[C:4]2[C:8](=[CH:9][CH:10]=1)[N:7]([CH3:11])[N:6]=[CH:5]2, predict the reactants needed to synthesize it. The reactants are: [Br:1][C:2]1[CH:3]=[C:4]2[C:8](=[CH:9][CH:10]=1)[NH:7][N:6]=[CH:5]2.[C:11](=O)([O-])[O-].[Cs+].[Cs+].IC. (2) Given the product [ClH:1].[NH2:16][C@H:14]1[CH2:15][C@@H:11]([N:8]2[CH:7]=[N:6][C:5]3[C:9]2=[N:10][C:2]([N:28]2[CH:32]=[C:31]([C:33]([NH2:35])=[O:34])[CH:30]=[N:29]2)=[N:3][C:4]=3[NH:22][CH:23]2[CH2:27][CH2:26][CH2:25][CH2:24]2)[C@H:12]([OH:21])[C@@H:13]1[OH:20], predict the reactants needed to synthesize it. The reactants are: [Cl:1][C:2]1[N:10]=[C:9]2[C:5]([N:6]=[CH:7][N:8]2[C@@H:11]2[CH2:15][C@H:14]([NH:16]C(=O)[O-])[C@@H:13]([OH:20])[C@H:12]2[OH:21])=[C:4]([NH:22][CH:23]2[CH2:27][CH2:26][CH2:25][CH2:24]2)[N:3]=1.[NH:28]1[CH:32]=[C:31]([C:33]([NH2:35])=[O:34])[CH:30]=[N:29]1.C(=O)([O-])[O-].[K+].[K+]. (3) The reactants are: [Cl:1][C:2]1[CH:10]=[C:9]2[C:5]([C:6]([C:11]([N:13]3[CH2:18][CH2:17][C:16]4([C:22]5[CH:23]=[CH:24][CH:25]=[CH:26][C:21]=5[C:20](=[O:27])[O:19]4)[CH2:15][CH2:14]3)=[O:12])=[CH:7][NH:8]2)=[CH:4][CH:3]=1.[F:28][C:29]1[CH:30]=[C:31](B(O)O)[CH:32]=[CH:33][CH:34]=1. Given the product [Cl:1][C:2]1[CH:10]=[C:9]2[C:5]([C:6]([C:11]([N:13]3[CH2:18][CH2:17][C:16]4([C:22]5[CH:23]=[CH:24][CH:25]=[CH:26][C:21]=5[C:20](=[O:27])[O:19]4)[CH2:15][CH2:14]3)=[O:12])=[CH:7][N:8]2[C:33]2[CH:32]=[CH:31][CH:30]=[C:29]([F:28])[CH:34]=2)=[CH:4][CH:3]=1, predict the reactants needed to synthesize it. (4) Given the product [NH2:11][C:8]1[C:9](=[O:10])[N:5]([CH:1]2[CH2:2][CH2:3][CH2:4]2)[N:6]([CH3:20])[C:7]=1[CH3:19], predict the reactants needed to synthesize it. The reactants are: [CH:1]1([N:5]2[C:9](=[O:10])[C:8]([NH:11]C(=O)OC(C)(C)C)=[C:7]([CH3:19])[N:6]2[CH3:20])[CH2:4][CH2:3][CH2:2]1.S(=O)(=O)(O)O. (5) Given the product [Cl:1][C:2]1[CH:7]=[CH:6][C:5]([S:8]([N:11]2[CH:16]3[CH2:17][CH2:18][CH2:19][CH:12]2[C:13]2[CH:22]=[N:23][NH:27][C:14]=2[CH:15]3[CH3:20])(=[O:9])=[O:10])=[CH:4][CH:3]=1, predict the reactants needed to synthesize it. The reactants are: [Cl:1][C:2]1[CH:7]=[CH:6][C:5]([S:8]([N:11]2[CH:16]3[CH2:17][CH2:18][CH2:19][CH:12]2[C:13](=[CH:22][N:23](C)C)[C:14](=O)[CH:15]3[CH3:20])(=[O:10])=[O:9])=[CH:4][CH:3]=1.O.[NH2:27]N. (6) Given the product [CH2:41]([O:40][C:38](=[O:39])[C:37]([O:35][C:10]1[CH:11]=[CH:12][C:13]([O:14][CH2:15][CH2:16][C:17]2[N:18]=[C:19]([C:23]3[CH:24]=[CH:25][C:26]([C:29]4[CH:30]=[CH:31][CH:32]=[CH:33][CH:34]=4)=[CH:27][CH:28]=3)[O:20][C:21]=2[CH3:22])=[C:8]([CH2:7][CH:1]2[CH2:6][CH2:5][CH2:4][CH2:3][CH2:2]2)[CH:9]=1)([CH3:44])[CH3:43])[CH3:42], predict the reactants needed to synthesize it. The reactants are: [CH:1]1([CH2:7][C:8]2[CH:9]=[C:10]([OH:35])[CH:11]=[CH:12][C:13]=2[O:14][CH2:15][CH2:16][C:17]2[N:18]=[C:19]([C:23]3[CH:28]=[CH:27][C:26]([C:29]4[CH:34]=[CH:33][CH:32]=[CH:31][CH:30]=4)=[CH:25][CH:24]=3)[O:20][C:21]=2[CH3:22])[CH2:6][CH2:5][CH2:4][CH2:3][CH2:2]1.Br[C:37]([CH3:44])([CH3:43])[C:38]([O:40][CH2:41][CH3:42])=[O:39].C(=O)([O-])[O-].[Cs+].[Cs+]. (7) Given the product [Cl:8][C:4]1[CH:5]=[CH:6][CH:7]=[C:2]([Cl:1])[C:3]=1[N:9]1[C:13]([C:14]2[CH:19]=[CH:18][C:17]([C:20]3[CH:25]=[CH:24][CH:23]=[C:22]([S:26]([CH3:29])(=[O:28])=[O:27])[CH:21]=3)=[CH:16][C:15]=2[CH3:30])=[CH:12][C:11]([C:31]([N:35]2[CH2:39][CH2:38][CH2:37][CH2:36]2)=[O:33])=[N:10]1, predict the reactants needed to synthesize it. The reactants are: [Cl:1][C:2]1[CH:7]=[CH:6][CH:5]=[C:4]([Cl:8])[C:3]=1[N:9]1[C:13]([C:14]2[CH:19]=[CH:18][C:17]([C:20]3[CH:25]=[CH:24][CH:23]=[C:22]([S:26]([CH3:29])(=[O:28])=[O:27])[CH:21]=3)=[CH:16][C:15]=2[CH3:30])=[CH:12][C:11]([C:31]([O:33]C)=O)=[N:10]1.[NH:35]1[CH2:39][CH2:38][CH2:37][CH2:36]1. (8) Given the product [CH2:15]([O:14][C:12](=[O:13])[CH2:11][C:1]1([OH:7])[CH2:6][CH2:5][CH2:4][CH2:3][CH2:2]1)[CH3:16], predict the reactants needed to synthesize it. The reactants are: [C:1]1(=[O:7])[CH2:6][CH2:5][CH2:4][CH2:3][CH2:2]1.II.Br[CH2:11][C:12]([O:14][CH2:15][CH3:16])=[O:13].S(=O)(=O)(O)O.